From a dataset of Forward reaction prediction with 1.9M reactions from USPTO patents (1976-2016). Predict the product of the given reaction. (1) Given the reactants [Cl:1][C:2]1[CH:7]=[CH:6][C:5]([C:8]([F:11])([F:10])[F:9])=[CH:4][C:3]=1[OH:12].O[CH:14]([CH2:26][CH2:27][CH2:28][CH3:29])[CH2:15][CH2:16][N:17]([CH3:25])[C:18](=[O:24])[O:19][C:20]([CH3:23])([CH3:22])[CH3:21], predict the reaction product. The product is: [Cl:1][C:2]1[CH:7]=[CH:6][C:5]([C:8]([F:10])([F:11])[F:9])=[CH:4][C:3]=1[O:12][CH:14]([CH2:26][CH2:27][CH2:28][CH3:29])[CH2:15][CH2:16][N:17]([CH3:25])[C:18](=[O:24])[O:19][C:20]([CH3:21])([CH3:22])[CH3:23]. (2) Given the reactants [CH3:1][C:2]1[CH:7]=[C:6]([CH3:8])[CH:5]=[C:4]([CH3:9])[C:3]=1[CH2:10][C:11](OCC)=O.[C:16]([C:19]1[CH:24]=[CH:23][C:22]([NH:25][C:26](=[S:29])[NH:27][NH2:28])=[CH:21][CH:20]=1)([OH:18])=[O:17].C[O-].[Na+], predict the reaction product. The product is: [C:16]([C:19]1[CH:20]=[CH:21][C:22]([N:25]2[C:11]([CH2:10][C:3]3[C:4]([CH3:9])=[CH:5][C:6]([CH3:8])=[CH:7][C:2]=3[CH3:1])=[N:28][NH:27][C:26]2=[S:29])=[CH:23][CH:24]=1)([OH:18])=[O:17]. (3) Given the reactants Cl.[Cl:2][C:3]1[CH:4]=[C:5]2[C:9](=[CH:10][CH:11]=1)[NH:8][CH:7]=[C:6]2[CH2:12][CH2:13][NH2:14].[O:15]1[CH2:20][CH2:19][N:18]([C:21]2[CH:29]=[CH:28][C:24]([C:25](Cl)=[O:26])=[CH:23][N:22]=2)[CH2:17][CH2:16]1.C(N(CC)CC)C, predict the reaction product. The product is: [Cl:2][C:3]1[CH:4]=[C:5]2[C:9](=[CH:10][CH:11]=1)[NH:8][CH:7]=[C:6]2[CH2:12][CH2:13][NH:14][C:25](=[O:26])[C:24]1[CH:28]=[CH:29][C:21]([N:18]2[CH2:17][CH2:16][O:15][CH2:20][CH2:19]2)=[N:22][CH:23]=1. (4) Given the reactants Cl[C:2]1[CH:30]=[CH:29][C:5]([C:6]([CH:8]2[CH2:13][CH2:12][N:11]([C:14]([C:16]3[CH:17]=[N:18][C:19]([N:22]4[CH2:26][CH2:25][CH2:24][S:23]4(=[O:28])=[O:27])=[CH:20][CH:21]=3)=[O:15])[CH2:10][CH2:9]2)=[O:7])=[CH:4][CH:3]=1.[CH3:31]B(O)O, predict the reaction product. The product is: [O:27]=[S:23]1(=[O:28])[CH2:24][CH2:25][CH2:26][N:22]1[C:19]1[N:18]=[CH:17][C:16]([C:14]([N:11]2[CH2:12][CH2:13][CH:8]([C:6](=[O:7])[C:5]3[CH:29]=[CH:30][C:2]([CH3:31])=[CH:3][CH:4]=3)[CH2:9][CH2:10]2)=[O:15])=[CH:21][CH:20]=1. (5) Given the reactants [CH3:1][O:2][C:3](=[O:21])[C:4]1[CH:9]=[C:8]([CH:10]=[CH:11]N(C)C)[C:7]([N+:15]([O-])=O)=[CH:6][C:5]=1[N+:18]([O-])=O, predict the reaction product. The product is: [CH3:1][O:2][C:3]([C:4]1[CH:9]=[C:8]2[C:7](=[CH:6][C:5]=1[NH2:18])[NH:15][CH:11]=[CH:10]2)=[O:21]. (6) Given the reactants [NH2:1][C@H:2]([C:4]1[C:5](=[O:15])[NH:6][C:7]2[C:12]([CH:13]=1)=[CH:11][C:10]([Cl:14])=[CH:9][CH:8]=2)[CH3:3].Cl[C:17]1[N:22]=[C:21]([N:23]2[C:27]([CH3:28])=[C:26]([CH3:29])[N:25]=[CH:24]2)[CH:20]=[CH:19][N:18]=1.CCN(C(C)C)C(C)C.O, predict the reaction product. The product is: [Cl:14][C:10]1[CH:11]=[C:12]2[C:7](=[CH:8][CH:9]=1)[NH:6][C:5](=[O:15])[C:4]([C@@H:2]([NH:1][C:17]1[N:22]=[C:21]([N:23]3[C:27]([CH3:28])=[C:26]([CH3:29])[N:25]=[CH:24]3)[CH:20]=[CH:19][N:18]=1)[CH3:3])=[CH:13]2. (7) Given the reactants [O:1]1[CH2:6][CH2:5][CH:4]([C:7]([OH:9])=O)[CH2:3][CH2:2]1.O.ON1C2C=CC=CC=2N=N1.[CH:21]1([N:25]2[CH2:31][CH2:30][C:29]3[CH:32]=[CH:33][C:34]([O:36][C:37]4[N:42]=[CH:41][C:40]([NH2:43])=[CH:39][CH:38]=4)=[CH:35][C:28]=3[CH2:27][CH2:26]2)[CH2:24][CH2:23][CH2:22]1, predict the reaction product. The product is: [CH:21]1([N:25]2[CH2:26][CH2:27][C:28]3[CH:35]=[C:34]([O:36][C:37]4[N:42]=[CH:41][C:40]([NH:43][C:7]([CH:4]5[CH2:3][CH2:2][O:1][CH2:6][CH2:5]5)=[O:9])=[CH:39][CH:38]=4)[CH:33]=[CH:32][C:29]=3[CH2:30][CH2:31]2)[CH2:22][CH2:23][CH2:24]1. (8) Given the reactants C(O[C:6]([N:8](C)[C:9]1[N:14]=[C:13]([CH2:15][CH2:16][O:17][C:18]2[CH:40]=[CH:39][C:21]([CH2:22][C@@H:23]([C:35]([O:37]C)=[O:36])[NH:24][C:25]([C:27]3[C:32]([Cl:33])=[CH:31][CH:30]=[CH:29][C:28]=3[Cl:34])=[O:26])=[CH:20][CH:19]=2)[CH:12]=[CH:11][C:10]=1[O:41][CH3:42])=O)(C)(C)C.C(O)(C(F)(F)F)=O.N, predict the reaction product. The product is: [Cl:34][C:28]1[CH:29]=[CH:30][CH:31]=[C:32]([Cl:33])[C:27]=1[C:25]([NH:24][C@H:23]([C:35]([OH:37])=[O:36])[CH2:22][C:21]1[CH:20]=[CH:19][C:18]([O:17][CH2:16][CH2:15][C:13]2[CH:12]=[CH:11][C:10]([O:41][CH3:42])=[C:9]([NH:8][CH3:6])[N:14]=2)=[CH:40][CH:39]=1)=[O:26].